From a dataset of Forward reaction prediction with 1.9M reactions from USPTO patents (1976-2016). Predict the product of the given reaction. (1) Given the reactants [CH3:1][C:2]1[CH:7]=[CH:6][C:5]([C:8]2[CH:13]=[C:12]([N:14]3[CH2:19][CH2:18][CH2:17][CH2:16][C:15]3=[O:20])[CH:11]=[C:10]([C:21](O)=[O:22])[CH:9]=2)=[CH:4][CH:3]=1.Cl.CN(C)CCCN=C=NCC.O.ON1C2C=CC=CC=2N=N1.[CH3:47][C:48]1[N:53]=[CH:52][C:51]([C@H:54]([NH2:56])[CH3:55])=[CH:50][N:49]=1.C(N(CC)C(C)C)(C)C, predict the reaction product. The product is: [CH3:1][C:2]1[CH:3]=[CH:4][C:5]([C:8]2[CH:13]=[C:12]([N:14]3[CH2:19][CH2:18][CH2:17][CH2:16][C:15]3=[O:20])[CH:11]=[C:10]([C:21]([NH:56][C@@H:54]([C:51]3[CH:50]=[N:49][C:48]([CH3:47])=[N:53][CH:52]=3)[CH3:55])=[O:22])[CH:9]=2)=[CH:6][CH:7]=1. (2) Given the reactants [C:1]1([CH:7]([C:11]([OH:13])=[O:12])[C:8](O)=O)[CH:6]=[CH:5][CH:4]=[CH:3][CH:2]=1.[Br:14]CC(C(C)C)C(O)=O, predict the reaction product. The product is: [Br:14][CH2:8][CH:7]([C:1]1[CH:6]=[CH:5][CH:4]=[CH:3][CH:2]=1)[C:11]([OH:13])=[O:12]. (3) Given the reactants Cl[CH2:2][C:3]1[CH:8]=[CH:7][CH:6]=[CH:5][N:4]=1.[N:9]1([C:16]2[N:21]=[C:20]([NH2:22])[N:19]3[N:23]=[C:24]([C:26]4[O:27][CH:28]=[CH:29][CH:30]=4)[N:25]=[C:18]3[N:17]=2)[CH2:15][CH2:14][CH2:13][NH:12][CH2:11][CH2:10]1.CCN(CC)CC, predict the reaction product. The product is: [O:27]1[CH:28]=[CH:29][CH:30]=[C:26]1[C:24]1[N:25]=[C:18]2[N:17]=[C:16]([N:9]3[CH2:15][CH2:14][CH2:13][N:12]([CH2:2][C:3]4[CH:8]=[CH:7][CH:6]=[CH:5][N:4]=4)[CH2:11][CH2:10]3)[N:21]=[C:20]([NH2:22])[N:19]2[N:23]=1.